From a dataset of Reaction yield outcomes from USPTO patents with 853,638 reactions. Predict the reaction yield, written as a fraction of the theoretical maximum amount of product (1.0 means a 100% yield; for example, 0.34 means a 34% yield). (1) The product is [CH:17]1([C:20]2[N:21]([NH:30][C:8]([C:7]3[C:2]([CH3:1])=[N:3][C:4]([C:11]4[N:16]=[CH:15][CH:14]=[CH:13][N:12]=4)=[N:5][CH:6]=3)=[O:10])[C:22]3[C:27]([CH:28]=2)=[CH:26][C:25]([F:29])=[CH:24][CH:23]=3)[CH2:19][CH2:18]1. The reactants are [CH3:1][C:2]1[C:7]([C:8]([OH:10])=O)=[CH:6][N:5]=[C:4]([C:11]2[N:16]=[CH:15][CH:14]=[CH:13][N:12]=2)[N:3]=1.[CH:17]1([C:20]2[N:21]([NH2:30])[C:22]3[C:27]([CH:28]=2)=[CH:26][C:25]([F:29])=[CH:24][CH:23]=3)[CH2:19][CH2:18]1.C[N+]1(C2N=C(OC)N=C(OC)N=2)CCOCC1.[Cl-]. The yield is 0.130. The catalyst is CN(C=O)C.C([O-])([O-])=O.[Na+].[Na+]. (2) The catalyst is C(#N)C. The reactants are [OH:1][C:2]1[CH:23]=[CH:22][C:5]([C:6]([NH:8][C:9]2[CH:10]=[C:11]([CH:18]=[CH:19][C:20]=2[CH3:21])[C:12]([NH:14][CH:15]2[CH2:17][CH2:16]2)=[O:13])=[O:7])=[CH:4][CH:3]=1.C(=O)([O-])[O-].[K+].[K+].[Br:30][CH2:31][C:32]1[CH:37]=[CH:36][CH:35]=[C:34]([CH2:38]Br)[N:33]=1.O. The product is [Br:30][CH2:31][C:32]1[N:33]=[C:34]([CH2:38][O:1][C:2]2[CH:3]=[CH:4][C:5]([C:6]([NH:8][C:9]3[CH:10]=[C:11]([CH:18]=[CH:19][C:20]=3[CH3:21])[C:12]([NH:14][CH:15]3[CH2:16][CH2:17]3)=[O:13])=[O:7])=[CH:22][CH:23]=2)[CH:35]=[CH:36][CH:37]=1. The yield is 0.610. (3) The reactants are CON(C)[C:4](=[O:20])[CH:5]([O:18][CH3:19])[C:6]1[CH:7]=[N:8][C:9]([N:12]2[CH2:17][CH2:16][CH2:15][CH2:14][CH2:13]2)=[CH:10][CH:11]=1.[Br:22][C:23]1[C:28]([O:29][CH3:30])=[CH:27][C:26]([C:31]2[O:32][CH:33]=[CH:34][CH:35]=2)=[CH:25][C:24]=1[O:36][CH3:37]. No catalyst specified. The product is [Br:22][C:23]1[C:24]([O:36][CH3:37])=[CH:25][C:26]([C:31]2[O:32][C:33]([C:4](=[O:20])[CH:5]([O:18][CH3:19])[C:6]3[CH:7]=[N:8][C:9]([N:12]4[CH2:13][CH2:14][CH2:15][CH2:16][CH2:17]4)=[CH:10][CH:11]=3)=[CH:34][CH:35]=2)=[CH:27][C:28]=1[O:29][CH3:30]. The yield is 0.650. (4) The reactants are [Br:1][C:2]1[CH:3]=[C:4]2[C:9](=[CH:10][CH:11]=1)[N:8]=[CH:7][C:6]([C:12](=[O:14])[CH3:13])=[C:5]2Cl.[CH3:16][N:17]([CH3:28])[CH2:18][CH2:19][O:20][C:21]1[N:26]=[CH:25][C:24]([NH2:27])=[CH:23][CH:22]=1. No catalyst specified. The product is [Br:1][C:2]1[CH:3]=[C:4]2[C:9](=[CH:10][CH:11]=1)[N:8]=[CH:7][C:6]([C:12](=[O:14])[CH3:13])=[C:5]2[NH:27][C:24]1[CH:25]=[N:26][C:21]([O:20][CH2:19][CH2:18][N:17]([CH3:28])[CH3:16])=[CH:22][CH:23]=1. The yield is 0.820. (5) The reactants are C[Si]([N-][Si](C)(C)C)(C)C.[K+].[CH3:11][C:12]1[O:13][C:14]([C:18](=[O:20])[CH3:19])=[C:15]([CH3:17])[N:16]=1.[F:21][C:22]1[CH:27]=[C:26]([F:28])[C:25]([C:29]2[CH:30]=[N:31][CH:32]=[N:33][CH:34]=2)=[CH:24][C:23]=1/[C:35](=[N:37]/[S@@:38]([C:40]([CH3:43])([CH3:42])[CH3:41])=[O:39])/[CH3:36].O. The catalyst is C1COCC1. The product is [F:21][C:22]1[CH:27]=[C:26]([F:28])[C:25]([C:29]2[CH:30]=[N:31][CH:32]=[N:33][CH:34]=2)=[CH:24][C:23]=1[C@@:35]([NH:37][S@@:38]([C:40]([CH3:41])([CH3:43])[CH3:42])=[O:39])([CH2:19][C:18]([C:14]1[O:13][C:12]([CH3:11])=[N:16][C:15]=1[CH3:17])=[O:20])[CH3:36]. The yield is 0.375. (6) The reactants are [CH2:1]([O:8][C:9]([NH:11][C@H:12]1[CH2:16][CH2:15][N:14]([CH:17]2[CH2:26][CH2:25][C:20]3(OCC[O:21]3)[CH2:19][CH2:18]2)[C:13]1=[O:27])=[O:10])[C:2]1[CH:7]=[CH:6][CH:5]=[CH:4][CH:3]=1.C1(C)C=CC(S(O)(=O)=O)=CC=1.Cl.C(=O)(O)[O-].[Na+]. The catalyst is CC(C)=O. The product is [O:27]=[C:13]1[C@@H:12]([NH:11][C:9](=[O:10])[O:8][CH2:1][C:2]2[CH:7]=[CH:6][CH:5]=[CH:4][CH:3]=2)[CH2:16][CH2:15][N:14]1[CH:17]1[CH2:26][CH2:25][C:20](=[O:21])[CH2:19][CH2:18]1. The yield is 0.950. (7) The reactants are [F:1][C:2]1[CH:7]=[C:6]([S:8]([CH3:11])(=[O:10])=[O:9])[CH:5]=[CH:4][C:3]=1[OH:12].[CH:13]([O:16][C:17]([N:19]1[CH2:24][CH2:23][CH:22]([O:25][C:26]2[C:31]([CH3:32])=[C:30](Cl)[N:29]=[CH:28][N:27]=2)[CH2:21][CH2:20]1)=[O:18])([CH3:15])[CH3:14].[I-].[K+].C(=O)([O-])[O-].[K+].[K+]. The catalyst is CS(C)=O. The product is [CH:13]([O:16][C:17]([N:19]1[CH2:24][CH2:23][CH:22]([O:25][C:26]2[C:31]([CH3:32])=[C:30]([O:12][C:3]3[CH:4]=[CH:5][C:6]([S:8]([CH3:11])(=[O:9])=[O:10])=[CH:7][C:2]=3[F:1])[N:29]=[CH:28][N:27]=2)[CH2:21][CH2:20]1)=[O:18])([CH3:15])[CH3:14]. The yield is 0.800.